From a dataset of Peptide-MHC class I binding affinity with 185,985 pairs from IEDB/IMGT. Regression. Given a peptide amino acid sequence and an MHC pseudo amino acid sequence, predict their binding affinity value. This is MHC class I binding data. (1) The peptide sequence is LSKIYNLL. The MHC is H-2-Kb with pseudo-sequence H-2-Kb. The binding affinity (normalized) is 0.304. (2) The peptide sequence is RRAARAEYL. The MHC is HLA-B15:01 with pseudo-sequence HLA-B15:01. The binding affinity (normalized) is 0.400.